Task: Predict which catalyst facilitates the given reaction.. Dataset: Catalyst prediction with 721,799 reactions and 888 catalyst types from USPTO (1) Reactant: [C:1]([O:5][C:6]([N:8]1[CH2:13][CH2:12][N:11]([C:14]2[CH:19]=[CH:18][CH:17]=[C:16]([NH2:20])[C:15]=2[C:21]#[N:22])[CH2:10][CH2:9]1)=[O:7])([CH3:4])([CH3:3])[CH3:2].CCN(CC)CC.[F:30][C:31]1[CH:39]=[CH:38][C:34]([C:35](Cl)=[O:36])=[CH:33][CH:32]=1. Product: [C:1]([O:5][C:6]([N:8]1[CH2:13][CH2:12][N:11]([C:14]2[CH:19]=[CH:18][CH:17]=[C:16]([NH:20][C:35](=[O:36])[C:34]3[CH:38]=[CH:39][C:31]([F:30])=[CH:32][CH:33]=3)[C:15]=2[C:21]#[N:22])[CH2:10][CH2:9]1)=[O:7])([CH3:4])([CH3:2])[CH3:3]. The catalyst class is: 1. (2) Reactant: [NH2:1][C:2]1[C:3]2[C:10]([C:11]3[CH:19]=[CH:18][C:14]([C:15]([OH:17])=O)=[CH:13][CH:12]=3)=[C:9]([CH3:20])[S:8][C:4]=2[N:5]=[CH:6][N:7]=1.[CH:21]1[CH:22]=[CH:23][C:24]2N(O)N=[N:27][C:25]=2[CH:26]=1.NC1C=CC=CC=1.CN1CCOCC1.CCN=C=NCCCN(C)C.Cl. Product: [NH2:1][C:2]1[C:3]2[C:10]([C:11]3[CH:12]=[CH:13][C:14]([C:15]([NH:27][C:25]4[CH:26]=[CH:21][CH:22]=[CH:23][CH:24]=4)=[O:17])=[CH:18][CH:19]=3)=[C:9]([CH3:20])[S:8][C:4]=2[N:5]=[CH:6][N:7]=1. The catalyst class is: 3.